Dataset: Reaction yield outcomes from USPTO patents with 853,638 reactions. Task: Predict the reaction yield, written as a fraction of the theoretical maximum amount of product (1.0 means a 100% yield; for example, 0.34 means a 34% yield). (1) The reactants are [C:1]1([CH3:17])[CH:6]=[CH:5][CH:4]=[C:3]([C:7]2[N:12]=[CH:11][C:10]([NH:13]C(=O)C)=[CH:9][CH:8]=2)[CH:2]=1.F[B-](F)(F)F.[Cl:23][C:24]1[CH:29]=[CH:28][C:27]([I+]C2C(C)=CC(C)=CC=2C)=[CH:26][CH:25]=1. The catalyst is C([O-])(=O)C.[Pd+2].C([O-])(=O)C.C(O)(=O)C. The product is [Cl:23][C:24]1[CH:29]=[CH:28][C:27]([C:4]2[CH:5]=[CH:6][C:1]([CH3:17])=[CH:2][C:3]=2[C:7]2[N:12]=[CH:11][C:10]([NH2:13])=[CH:9][CH:8]=2)=[CH:26][CH:25]=1. The yield is 0.725. (2) The reactants are [CH2:1]([C:5]1[N:6]=[C:7]([CH2:27][CH3:28])[NH:8][C:9](=[O:26])[C:10]=1[CH2:11][C:12]1[CH:17]=[CH:16][C:15]([C:18]2[C:19]([C:24]#[N:25])=[CH:20][CH:21]=[CH:22][CH:23]=2)=[CH:14][CH:13]=1)[CH2:2][CH2:3][CH3:4].[O:29]1[C:33]2[CH:34]=[CH:35][C:36](B(O)O)=[CH:37][C:32]=2[CH2:31][CH2:30]1.N1C=CC=CC=1.C(N(CC)CC)C. The catalyst is C(OCC)(=O)C.C([O-])(=O)C.[Cu+2].C([O-])(=O)C.ClCCl. The product is [CH2:1]([C:5]1[N:6]=[C:7]([CH2:27][CH3:28])[N:8]([C:36]2[CH:35]=[CH:34][C:33]3[O:29][CH2:30][CH2:31][C:32]=3[CH:37]=2)[C:9](=[O:26])[C:10]=1[CH2:11][C:12]1[CH:17]=[CH:16][C:15]([C:18]2[C:19]([C:24]#[N:25])=[CH:20][CH:21]=[CH:22][CH:23]=2)=[CH:14][CH:13]=1)[CH2:2][CH2:3][CH3:4]. The yield is 0.820. (3) The reactants are CCN(C(C)C)C(C)C.CS(O[CH2:15][CH2:16][O:17][C:18]1[CH:23]=[CH:22][C:21]([CH:24]2[CH2:29][CH2:28][N:27]([C:30]3[CH:31]=[CH:32][C:33]4[N:34]([C:36]([C:39]([F:42])([F:41])[F:40])=[N:37][N:38]=4)[N:35]=3)[CH2:26][CH2:25]2)=[CH:20][CH:19]=1)(=O)=O.[C:43]([N:46]1[CH2:51][CH2:50][NH:49][CH2:48][CH2:47]1)(=[O:45])[CH3:44].[OH-].[Na+]. The catalyst is CC(N(C)C)=O. The product is [C:43]([N:46]1[CH2:51][CH2:50][N:49]([CH2:15][CH2:16][O:17][C:18]2[CH:23]=[CH:22][C:21]([CH:24]3[CH2:25][CH2:26][N:27]([C:30]4[CH:31]=[CH:32][C:33]5[N:34]([C:36]([C:39]([F:41])([F:40])[F:42])=[N:37][N:38]=5)[N:35]=4)[CH2:28][CH2:29]3)=[CH:20][CH:19]=2)[CH2:48][CH2:47]1)(=[O:45])[CH3:44]. The yield is 0.770. (4) The reactants are [NH2:1][C:2]1[N:3]=[N:4][CH:5]=[CH:6][C:7]=1[C@H:8]1[CH2:13][CH2:12][CH2:11][CH2:10][C@@H:9]1[O:14][C:15]1[C:20]([F:21])=[CH:19][C:18]([S:22]([N:25](CC2C=CC(OC)=CC=2OC)[C:26]2[CH:31]=[CH:30][N:29]=[CH:28][N:27]=2)(=[O:24])=[O:23])=[C:17]([F:43])[CH:16]=1.C([SiH](CC)CC)C.FC(F)(F)C(O)=O. The catalyst is ClCCl. The product is [NH2:1][C:2]1[N:3]=[N:4][CH:5]=[CH:6][C:7]=1[C@H:8]1[CH2:13][CH2:12][CH2:11][CH2:10][C@@H:9]1[O:14][C:15]1[C:20]([F:21])=[CH:19][C:18]([S:22]([NH:25][C:26]2[CH:31]=[CH:30][N:29]=[CH:28][N:27]=2)(=[O:23])=[O:24])=[C:17]([F:43])[CH:16]=1. The yield is 0.740. (5) The reactants are [C:1]1([P:7]([C:17]2[CH:22]=[CH:21][CH:20]=[CH:19][CH:18]=2)[C:8]2[CH:16]=[CH:15][CH:14]=[CH:13][C:9]=2[C:10]([OH:12])=[O:11])[CH:6]=[CH:5][CH:4]=[CH:3][CH:2]=1.[CH2:23](O)[CH3:24].C(N=C=NC(C)C)(C)C. The catalyst is CN(C)C1C=CN=CC=1.C(Cl)Cl. The product is [C:1]1([P:7]([C:17]2[CH:22]=[CH:21][CH:20]=[CH:19][CH:18]=2)[C:8]2[CH:16]=[CH:15][CH:14]=[CH:13][C:9]=2[C:10]([O:12][CH2:23][CH3:24])=[O:11])[CH:2]=[CH:3][CH:4]=[CH:5][CH:6]=1. The yield is 0.810.